Dataset: Forward reaction prediction with 1.9M reactions from USPTO patents (1976-2016). Task: Predict the product of the given reaction. Given the reactants [Br:1][C:2]1[CH:7]=[C:6]([N+:8]([O-:10])=[O:9])[C:5]([CH3:11])=[CH:4][C:3]=1[O:12][CH3:13].CN(C(OC)[O:18]C)C, predict the reaction product. The product is: [Br:1][C:2]1[C:3]([O:12][CH3:13])=[CH:4][C:5]([CH:11]=[O:18])=[C:6]([N+:8]([O-:10])=[O:9])[CH:7]=1.